The task is: Predict the reactants needed to synthesize the given product.. This data is from Full USPTO retrosynthesis dataset with 1.9M reactions from patents (1976-2016). (1) Given the product [F:8][C:9]1[CH:10]=[CH:11][C:12]([C:15]([CH:17]2[CH2:22][CH2:21][N:20]([C:5](=[O:7])[CH3:6])[CH2:19][CH2:18]2)=[O:16])=[CH:13][CH:14]=1, predict the reactants needed to synthesize it. The reactants are: C(O[C:5](=[O:7])[CH3:6])(=O)C.[F:8][C:9]1[CH:14]=[CH:13][C:12]([C:15]([CH:17]2[CH2:22][CH2:21][NH:20][CH2:19][CH2:18]2)=[O:16])=[CH:11][CH:10]=1.C(N(CC)CC)C. (2) Given the product [CH3:1][CH2:2][CH2:3][P:4](=[O:6])=[O:5].[CH3:12][N:14]1[CH2:18][CH2:29][O:30][CH2:16][CH2:15]1.[CH:2]([N:21]([CH:22]([CH3:23])[CH3:7])[CH2:24][CH3:25])([CH3:3])[CH3:1], predict the reactants needed to synthesize it. The reactants are: [CH3:1][CH2:2][CH2:3][P:4](=[O:6])=[O:5].[CH:7]1N=CN([C:12]([N:14]2[CH:18]=N[CH:16]=[CH:15]2)=O)C=1.C([N:21]([CH2:24][CH3:25])[CH2:22][CH3:23])C.CN([CH:29]=[O:30])C. (3) Given the product [F:1][C:2]1[CH:3]=[C:4]2[C:9](=[C:10]([C:12]([NH:42][S:39]([CH:36]3[CH2:38][CH2:37]3)(=[O:41])=[O:40])=[O:13])[CH:11]=1)[NH:8][CH:7]([C:15]1[CH:20]=[CH:19][CH:18]=[C:17]([N:21]3[CH2:26][CH2:25][N:24]([C:27]4[CH:32]=[CH:31][CH:30]=[CH:29][C:28]=4[CH3:33])[CH2:23][CH2:22]3)[CH:16]=1)[CH2:6][C:5]2([CH3:35])[CH3:34], predict the reactants needed to synthesize it. The reactants are: [F:1][C:2]1[CH:3]=[C:4]2[C:9](=[C:10]([C:12](O)=[O:13])[CH:11]=1)[NH:8][CH:7]([C:15]1[CH:20]=[CH:19][CH:18]=[C:17]([N:21]3[CH2:26][CH2:25][N:24]([C:27]4[CH:32]=[CH:31][CH:30]=[CH:29][C:28]=4[CH3:33])[CH2:23][CH2:22]3)[CH:16]=1)[CH2:6][C:5]2([CH3:35])[CH3:34].[CH:36]1([S:39]([NH2:42])(=[O:41])=[O:40])[CH2:38][CH2:37]1. (4) Given the product [Cl:15][C:11]1[CH:12]=[C:13]2[C:8](=[CH:9][C:10]=1[F:16])[NH:7][C:6](=[O:17])[C:5]([C@@H:3]([NH:2][C:19]1[C:24](=[O:25])[N:23]([CH3:26])[C:22]([C:27]#[N:28])=[CH:21][CH:20]=1)[CH3:4])=[CH:14]2, predict the reactants needed to synthesize it. The reactants are: Cl.[NH2:2][C@H:3]([C:5]1[C:6](=[O:17])[NH:7][C:8]2[C:13]([CH:14]=1)=[CH:12][C:11]([Cl:15])=[C:10]([F:16])[CH:9]=2)[CH3:4].F[C:19]1[C:24](=[O:25])[N:23]([CH3:26])[C:22]([C:27]#[N:28])=[CH:21][CH:20]=1.C(N(CC)C(C)C)(C)C.O. (5) Given the product [C:18]([CH2:17][CH2:16][N:8]1[CH2:7][CH2:6][C:5]2[C:10](=[CH:11][C:12]([O:13][CH3:14])=[C:3]([O:2][CH3:1])[CH:4]=2)[CH2:9]1)#[N:19], predict the reactants needed to synthesize it. The reactants are: [CH3:1][O:2][C:3]1[CH:4]=[C:5]2[C:10](=[CH:11][C:12]=1[O:13][CH3:14])[CH2:9][NH:8][CH2:7][CH2:6]2.Br[CH2:16][CH2:17][C:18]#[N:19].C(=O)([O-])[O-].[K+].[K+]. (6) Given the product [C:9]12([C:6]3[CH:5]=[CH:4][C:3]([OH:8])=[C:2]([Br:1])[CH:7]=3)[CH2:18][CH:13]3[CH2:14][CH:15]([CH2:17][CH:11]([CH2:12]3)[CH2:10]1)[CH2:16]2, predict the reactants needed to synthesize it. The reactants are: [Br:1][C:2]1[CH:7]=[CH:6][CH:5]=[CH:4][C:3]=1[OH:8].[C:9]12(O)[CH2:18][CH:13]3[CH2:14][CH:15]([CH2:17][CH:11]([CH2:12]3)[CH2:10]1)[CH2:16]2.S(=O)(=O)(O)O.O.